Dataset: Reaction yield outcomes from USPTO patents with 853,638 reactions. Task: Predict the reaction yield, written as a fraction of the theoretical maximum amount of product (1.0 means a 100% yield; for example, 0.34 means a 34% yield). (1) The yield is 0.180. The catalyst is COCCO. The reactants are Cl[C:2]1[N:7]=[C:6]([NH:8][C:9]2[CH:14]=[CH:13][CH:12]=[CH:11][C:10]=2[S:15]([CH:18]([CH3:20])[CH3:19])(=[O:17])=[O:16])[C:5]([Cl:21])=[CH:4][N:3]=1.[CH3:22][P:23]([C:26]1[CH:32]=[CH:31][C:29]([NH2:30])=[C:28]([CH3:33])[CH:27]=1)([CH3:25])=[O:24].[OH-].[Na+]. The product is [Cl:21][C:5]1[C:6]([NH:8][C:9]2[CH:14]=[CH:13][CH:12]=[CH:11][C:10]=2[S:15]([CH:18]([CH3:20])[CH3:19])(=[O:17])=[O:16])=[N:7][C:2]([NH:30][C:29]2[CH:31]=[CH:32][C:26]([P:23]([CH3:25])([CH3:22])=[O:24])=[CH:27][C:28]=2[CH3:33])=[N:3][CH:4]=1. (2) The reactants are CCN(C(C)C)C(C)C.[F:10][C:11]([F:28])([F:27])[O:12][C:13]1[CH:14]=[CH:15][CH:16]=[C:17]2[C:22]=1[O:21][C:20](=[O:23])[C:19]([C:24]([OH:26])=O)=[CH:18]2.CN(C(ON1N=NC2C=CC=NC1=2)=[N+](C)C)C.F[P-](F)(F)(F)(F)F.[C:53]([C:55]1[CH:60]=[CH:59][CH:58]=[CH:57][C:56]=1[C:61]1[CH:66]=[CH:65][CH:64]=[C:63]([NH2:67])[CH:62]=1)#[N:54]. The catalyst is CN(C=O)C. The product is [C:53]([C:55]1[CH:60]=[CH:59][CH:58]=[CH:57][C:56]=1[C:61]1[CH:66]=[CH:65][CH:64]=[C:63]([NH:67][C:24]([C:19]2[C:20](=[O:23])[O:21][C:22]3[C:17]([CH:18]=2)=[CH:16][CH:15]=[CH:14][C:13]=3[O:12][C:11]([F:10])([F:28])[F:27])=[O:26])[CH:62]=1)#[N:54]. The yield is 0.630. (3) The reactants are [CH3:1][O:2][C:3](=[O:15])[C:4]1[C:5](=[C:10](I)[CH:11]=[CH:12][CH:13]=1)[C:6]([O:8][CH3:9])=[O:7].[CH3:16][O:17][C:18]1[CH:24]=[CH:23][CH:22]=[CH:21][C:19]=1[NH2:20].C1C=CC(P(C2C(C3C(P(C4C=CC=CC=4)C4C=CC=CC=4)=CC=C4C=3C=CC=C4)=C3C(C=CC=C3)=CC=2)C2C=CC=CC=2)=CC=1.C(=O)([O-])[O-].[Cs+].[Cs+]. The catalyst is C1(C)C=CC=CC=1.C(Cl)Cl.C1C=CC(/C=C/C(/C=C/C2C=CC=CC=2)=O)=CC=1.C1C=CC(/C=C/C(/C=C/C2C=CC=CC=2)=O)=CC=1.C1C=CC(/C=C/C(/C=C/C2C=CC=CC=2)=O)=CC=1.[Pd].[Pd]. The product is [CH3:1][O:2][C:3](=[O:15])[C:4]1[C:5](=[C:10]([NH:20][C:19]2[CH:21]=[CH:22][CH:23]=[CH:24][C:18]=2[O:17][CH3:16])[CH:11]=[CH:12][CH:13]=1)[C:6]([O:8][CH3:9])=[O:7]. The yield is 0.770. (4) The reactants are O=[C:2]([CH3:11])[CH2:3][CH:4]1[CH2:9][CH2:8][CH2:7][CH2:6][C:5]1=O.[NH2:12][C:13]1[CH:21]=[CH:20][C:16]([C:17]([OH:19])=[O:18])=[CH:15][CH:14]=1. No catalyst specified. The product is [CH3:11][CH:2]1[CH2:3][CH:4]2[CH:5]([CH2:6][CH2:7][CH2:8][CH2:9]2)[N:12]1[C:13]1[CH:21]=[CH:20][C:16]([C:17]([OH:19])=[O:18])=[CH:15][CH:14]=1. The yield is 0.650. (5) The reactants are [CH3:1][N:2]([CH3:7])[CH2:3][CH2:4][NH:5][CH3:6].C(N(C(C)C)CC)(C)C.[C:17](Cl)(=[O:20])[CH:18]=[CH2:19].I[C:23]1[C:31]2[C:26](=[CH:27][C:28]([CH:32]=[O:33])=[CH:29][CH:30]=2)[N:25]([CH2:34][O:35][CH2:36][CH2:37][Si:38]([CH3:41])([CH3:40])[CH3:39])[N:24]=1.CC1C=CC=CC=1P(C1C=CC=CC=1C)C1C=CC=CC=1C. The catalyst is CC([O-])=O.CC([O-])=O.[Pd+2].CN(C=O)C.C(Cl)Cl. The product is [CH3:1][N:2]([CH3:7])[CH2:3][CH2:4][N:5]([CH3:6])[C:17](=[O:20])/[CH:18]=[CH:19]/[C:23]1[C:31]2[C:26](=[CH:27][C:28]([CH:32]=[O:33])=[CH:29][CH:30]=2)[N:25]([CH2:34][O:35][CH2:36][CH2:37][Si:38]([CH3:41])([CH3:40])[CH3:39])[N:24]=1. The yield is 0.410. (6) The reactants are [CH3:1][C:2]1[CH:15]=[CH:14][C:5]([C:6]([C:8]2[CH:13]=[CH:12][CH:11]=[CH:10][CH:9]=2)=O)=[CH:4][CH:3]=1. The catalyst is C1COCC1.Cl[Ti](Cl)(Cl)Cl.[Zn]. The product is [CH3:1][C:2]1[CH:15]=[CH:14][C:5]([C:6]([C:8]2[CH:13]=[CH:12][CH:11]=[CH:10][CH:9]=2)=[C:6]([C:5]2[CH:4]=[CH:3][C:2]([CH3:1])=[CH:15][CH:14]=2)[C:8]2[CH:9]=[CH:10][CH:11]=[CH:12][CH:13]=2)=[CH:4][CH:3]=1. The yield is 0.940.